Dataset: Peptide-MHC class I binding affinity with 185,985 pairs from IEDB/IMGT. Task: Regression. Given a peptide amino acid sequence and an MHC pseudo amino acid sequence, predict their binding affinity value. This is MHC class I binding data. (1) The peptide sequence is MSPHRVPNY. The MHC is HLA-A01:01 with pseudo-sequence HLA-A01:01. The binding affinity (normalized) is 0.0847. (2) The peptide sequence is MIKYCLLKILK. The MHC is HLA-B44:03 with pseudo-sequence HLA-B44:03. The binding affinity (normalized) is 0.0847.